From a dataset of Full USPTO retrosynthesis dataset with 1.9M reactions from patents (1976-2016). Predict the reactants needed to synthesize the given product. (1) Given the product [Cl:1][C:2]1[C:3]([N:27]([CH3:31])[CH2:28][CH2:29][CH3:30])=[CH:4][C:5]2[N:11]=[C:10]([C:12]3[CH:17]=[CH:16][CH:15]=[C:14]([N:18]4[C:22]([CH2:23][N:37]5[CH2:41][CH2:40][CH2:39][CH2:38]5)=[CH:21][N:20]=[N:19]4)[CH:13]=3)[CH2:9][C:8](=[O:25])[NH:7][C:6]=2[CH:26]=1, predict the reactants needed to synthesize it. The reactants are: [Cl:1][C:2]1[C:3]([N:27]([CH3:31])[CH2:28][CH2:29][CH3:30])=[CH:4][C:5]2[N:11]=[C:10]([C:12]3[CH:17]=[CH:16][CH:15]=[C:14]([N:18]4[C:22]([CH2:23]O)=[CH:21][N:20]=[N:19]4)[CH:13]=3)[CH2:9][C:8](=[O:25])[NH:7][C:6]=2[CH:26]=1.S(Cl)(Cl)=O.[Cl-].[NH:37]1[CH2:41][CH2:40][CH2:39][CH2:38]1. (2) Given the product [NH2:2][C:3]1[C:4]2[C:14]([O:15][CH2:16][C@H:17]3[CH2:22][CH2:21][CH2:20][N:19]([C:30](=[O:31])[CH2:29][C:24]4[N:25]=[CH:26][CH:27]=[CH:28][N:23]=4)[CH2:18]3)=[CH:13][CH:12]=[CH:11][C:5]=2[NH:6][S:7](=[O:9])(=[O:10])[N:8]=1, predict the reactants needed to synthesize it. The reactants are: Cl.[NH2:2][C:3]1[C:4]2[C:14]([O:15][CH2:16][C@H:17]3[CH2:22][CH2:21][CH2:20][NH:19][CH2:18]3)=[CH:13][CH:12]=[CH:11][C:5]=2[NH:6][S:7](=[O:10])(=[O:9])[N:8]=1.[N:23]1[CH:28]=[CH:27][CH:26]=[N:25][C:24]=1[CH2:29][C:30](O)=[O:31]. (3) Given the product [CH:22]1([CH2:5][CH2:6][N:7]2[C:11](=[O:12])[N:10]([C:13]3[S:17][C:16]([C:18]([NH:44][CH2:45][C:46]4[CH:47]=[N:48][CH:49]=[CH:50][CH:51]=4)=[O:20])=[C:15]([CH3:21])[CH:14]=3)[CH:9]=[N:8]2)[CH2:23][CH2:2]1, predict the reactants needed to synthesize it. The reactants are: F[C:2]1[CH:23]=[CH:22][C:5]([CH2:6][N:7]2[C:11](=[O:12])[N:10]([C:13]3[S:17][C:16]([C:18]([OH:20])=O)=[C:15]([CH3:21])[CH:14]=3)[CH:9]=[N:8]2)=CC=1.C1(CCN2C(=O)N(C3SC(C(O)=O)=C(C)C=3)C=N2)CC1.[NH2:44][CH2:45][C:46]1[CH:47]=[N:48][CH:49]=[CH:50][CH:51]=1. (4) Given the product [Cl:1][C:2]1[C:3]([N:12]([CH2:27][C:28]2[CH:33]=[CH:32][C:31]([O:34][CH3:35])=[CH:30][CH:29]=2)[S:13]([C:16]2[CH:25]=[CH:24][C:19]([C:20]([O:22][CH3:23])=[O:21])=[CH:18][CH:17]=2)(=[O:15])=[O:14])=[N:4][CH:5]=[C:6]([C:8]([F:11])([F:9])[F:10])[CH:7]=1, predict the reactants needed to synthesize it. The reactants are: [Cl:1][C:2]1[C:3]([NH:12][S:13]([C:16]2[CH:25]=[CH:24][C:19]([C:20]([O:22][CH3:23])=[O:21])=[CH:18][CH:17]=2)(=[O:15])=[O:14])=[N:4][CH:5]=[C:6]([C:8]([F:11])([F:10])[F:9])[CH:7]=1.Br[CH2:27][C:28]1[CH:33]=[CH:32][C:31]([O:34][CH3:35])=[CH:30][CH:29]=1. (5) Given the product [NH2:1][C:2]1[CH:7]=[CH:6][C:5]([C:8]2[N:9]([CH:21]3[CH2:22][CH2:23]3)[C:10]3[C:15]([C:16]=2[C:17]#[N:18])=[CH:14][CH:13]=[C:12]([OH:19])[CH:11]=3)=[CH:4][CH:3]=1, predict the reactants needed to synthesize it. The reactants are: [NH2:1][C:2]1[CH:7]=[CH:6][C:5]([C:8]2[N:9]([CH:21]3[CH2:23][CH2:22]3)[C:10]3[C:15]([C:16]=2[C:17]#[N:18])=[CH:14][CH:13]=[C:12]([O:19]C)[CH:11]=3)=[CH:4][CH:3]=1.B(Br)(Br)Br.C([O-])(O)=O.[Na+].